Dataset: Reaction yield outcomes from USPTO patents with 853,638 reactions. Task: Predict the reaction yield, written as a fraction of the theoretical maximum amount of product (1.0 means a 100% yield; for example, 0.34 means a 34% yield). The reactants are Cl[C:2]1[C:11]2[C:6](=[CH:7][C:8]([O:14][CH2:15][CH2:16][CH2:17][N:18]3[CH2:23][CH2:22][O:21][CH2:20][CH2:19]3)=[C:9]([O:12][CH3:13])[CH:10]=2)[N:5]=[CH:4][N:3]=1.[F:24][C:25]1[CH:33]=[C:32]2[C:28]([CH:29]=[CH:30][NH:31]2)=[CH:27][C:26]=1[OH:34].C(=O)([O-])[O-].[K+].[K+].O. The catalyst is CN(C=O)C. The product is [F:24][C:25]1[CH:33]=[C:32]2[C:28]([CH:29]=[CH:30][NH:31]2)=[CH:27][C:26]=1[O:34][C:2]1[C:11]2[C:6](=[CH:7][C:8]([O:14][CH2:15][CH2:16][CH2:17][N:18]3[CH2:23][CH2:22][O:21][CH2:20][CH2:19]3)=[C:9]([O:12][CH3:13])[CH:10]=2)[N:5]=[CH:4][N:3]=1. The yield is 0.410.